Predict the reaction yield, written as a fraction of the theoretical maximum amount of product (1.0 means a 100% yield; for example, 0.34 means a 34% yield). From a dataset of Reaction yield outcomes from USPTO patents with 853,638 reactions. The product is [ClH:1].[Cl:1][C:2]1[CH:7]=[CH:6][C:5]([Cl:8])=[CH:4][C:3]=1[S:9]([N:15]1[CH2:20][CH2:19][CH:18]([CH2:21][N:22]2[CH2:31][CH2:30][C:29]3[C:24](=[CH:25][CH:26]=[CH:27][CH:28]=3)[CH2:23]2)[CH2:17][CH2:16]1)(=[O:11])=[O:10]. The catalyst is C(Cl)Cl. The reactants are [Cl:1][C:2]1[CH:7]=[CH:6][C:5]([Cl:8])=[CH:4][C:3]=1[S:9](Cl)(=[O:11])=[O:10].Cl.Cl.[NH:15]1[CH2:20][CH2:19][CH:18]([CH2:21][N:22]2[CH2:31][CH2:30][C:29]3[C:24](=[CH:25][CH:26]=[CH:27][CH:28]=3)[CH2:23]2)[CH2:17][CH2:16]1.C(N(CC)C(C)C)(C)C. The yield is 0.780.